This data is from NCI-60 drug combinations with 297,098 pairs across 59 cell lines. The task is: Regression. Given two drug SMILES strings and cell line genomic features, predict the synergy score measuring deviation from expected non-interaction effect. (1) Drug 1: CN(C)C1=NC(=NC(=N1)N(C)C)N(C)C. Drug 2: CC(C1=C(C=CC(=C1Cl)F)Cl)OC2=C(N=CC(=C2)C3=CN(N=C3)C4CCNCC4)N. Cell line: UACC62. Synergy scores: CSS=2.15, Synergy_ZIP=-1.23, Synergy_Bliss=0.104, Synergy_Loewe=-8.17, Synergy_HSA=-0.905. (2) Drug 1: CCC1(CC2CC(C3=C(CCN(C2)C1)C4=CC=CC=C4N3)(C5=C(C=C6C(=C5)C78CCN9C7C(C=CC9)(C(C(C8N6C)(C(=O)OC)O)OC(=O)C)CC)OC)C(=O)OC)O.OS(=O)(=O)O. Drug 2: CS(=O)(=O)OCCCCOS(=O)(=O)C. Cell line: MDA-MB-435. Synergy scores: CSS=25.8, Synergy_ZIP=-8.99, Synergy_Bliss=-9.16, Synergy_Loewe=-85.0, Synergy_HSA=-10.1. (3) Drug 1: CC(C)NC(=O)C1=CC=C(C=C1)CNNC.Cl. Drug 2: C1CN(P(=O)(OC1)NCCCl)CCCl. Cell line: SN12C. Synergy scores: CSS=-5.93, Synergy_ZIP=0.0296, Synergy_Bliss=-4.93, Synergy_Loewe=-2.77, Synergy_HSA=-5.81. (4) Drug 1: CCC1=CC2CC(C3=C(CN(C2)C1)C4=CC=CC=C4N3)(C5=C(C=C6C(=C5)C78CCN9C7C(C=CC9)(C(C(C8N6C)(C(=O)OC)O)OC(=O)C)CC)OC)C(=O)OC.C(C(C(=O)O)O)(C(=O)O)O. Cell line: CCRF-CEM. Synergy scores: CSS=34.3, Synergy_ZIP=2.42, Synergy_Bliss=2.93, Synergy_Loewe=-22.3, Synergy_HSA=-0.630. Drug 2: CC1=C(C=C(C=C1)C(=O)NC2=CC(=CC(=C2)C(F)(F)F)N3C=C(N=C3)C)NC4=NC=CC(=N4)C5=CN=CC=C5. (5) Drug 1: CC1=C(C(CCC1)(C)C)C=CC(=CC=CC(=CC(=O)O)C)C. Drug 2: CC=C1C(=O)NC(C(=O)OC2CC(=O)NC(C(=O)NC(CSSCCC=C2)C(=O)N1)C(C)C)C(C)C. Cell line: A498. Synergy scores: CSS=18.2, Synergy_ZIP=-0.508, Synergy_Bliss=2.74, Synergy_Loewe=-29.2, Synergy_HSA=0.0122. (6) Cell line: RPMI-8226. Drug 2: C1CC(=O)NC(=O)C1N2C(=O)C3=CC=CC=C3C2=O. Synergy scores: CSS=21.1, Synergy_ZIP=-7.45, Synergy_Bliss=-2.27, Synergy_Loewe=15.3, Synergy_HSA=0.605. Drug 1: CNC(=O)C1=NC=CC(=C1)OC2=CC=C(C=C2)NC(=O)NC3=CC(=C(C=C3)Cl)C(F)(F)F. (7) Drug 1: CCCS(=O)(=O)NC1=C(C(=C(C=C1)F)C(=O)C2=CNC3=C2C=C(C=N3)C4=CC=C(C=C4)Cl)F. Drug 2: C1C(C(OC1N2C=NC3=C2NC=NCC3O)CO)O. Cell line: MCF7. Synergy scores: CSS=4.63, Synergy_ZIP=5.38, Synergy_Bliss=1.98, Synergy_Loewe=-0.0546, Synergy_HSA=0.690.